Dataset: Full USPTO retrosynthesis dataset with 1.9M reactions from patents (1976-2016). Task: Predict the reactants needed to synthesize the given product. (1) The reactants are: [Cl:1][C:2]1[N:7]=[C:6]([N:8]2[CH2:13][CH2:12][CH:11]([NH:14][C:15](=[O:21])[O:16][C:17]([CH3:20])([CH3:19])[CH3:18])[CH2:10][CH2:9]2)[CH:5]=[C:4]([C:22]#[N:23])[CH:3]=1.Cl.[NH2:25][OH:26]. Given the product [NH2:23][C:22](=[N:25][OH:26])[C:4]1[CH:3]=[C:2]([Cl:1])[N:7]=[C:6]([N:8]2[CH2:9][CH2:10][CH:11]([NH:14][C:15](=[O:21])[O:16][C:17]([CH3:20])([CH3:18])[CH3:19])[CH2:12][CH2:13]2)[CH:5]=1, predict the reactants needed to synthesize it. (2) Given the product [CH:34]([C:36]1[N:25]([C:22]2[CH:21]=[CH:20][C:19]([C:9]3[N:8]([C:5]4[CH:6]=[N:7][C:2]([CH3:1])=[CH:3][CH:4]=4)[CH:12]=[C:11]([C:13]4[CH:18]=[CH:17][CH:16]=[CH:15][N:14]=4)[N:10]=3)=[CH:24][CH:23]=2)[C:26]2=[N:27][CH:28]=[CH:29][CH:30]=[C:31]2[N:32]=1)([CH3:35])[CH3:33], predict the reactants needed to synthesize it. The reactants are: [CH3:1][C:2]1[N:7]=[CH:6][C:5]([N:8]2[CH:12]=[C:11]([C:13]3[CH:18]=[CH:17][CH:16]=[CH:15][N:14]=3)[N:10]=[C:9]2[C:19]2[CH:24]=[CH:23][C:22]([NH:25][C:26]3[C:31]([NH2:32])=[CH:30][CH:29]=[CH:28][N:27]=3)=[CH:21][CH:20]=2)=[CH:4][CH:3]=1.[C:33](O[C:33](=O)[CH:34]([CH3:36])[CH3:35])(=O)[CH:34]([CH3:36])[CH3:35].C(O)(=O)C(C)C. (3) Given the product [CH:23]([C:22]1[CH:21]=[CH:20][CH:19]=[C:18]([CH:26]([CH3:27])[CH3:28])[C:17]=1/[N:16]=[C:9](\[C:10]1[CH:15]=[CH:14][CH:13]=[CH:12][CH:11]=1)/[C:4]1[CH:5]=[C:6]([CH3:8])[CH:7]=[C:2]([C:36]2[CH:41]=[CH:40][CH:39]=[CH:38][C:37]=2[O:42][CH3:43])[C:3]=1[OH:29])([CH3:24])[CH3:25], predict the reactants needed to synthesize it. The reactants are: Br[C:2]1[CH:7]=[C:6]([CH3:8])[CH:5]=[C:4](/[C:9](=[N:16]/[C:17]2[C:22]([CH:23]([CH3:25])[CH3:24])=[CH:21][CH:20]=[CH:19][C:18]=2[CH:26]([CH3:28])[CH3:27])/[C:10]2[CH:15]=[CH:14][CH:13]=[CH:12][CH:11]=2)[C:3]=1[OH:29].[Li]CCCC.Br[C:36]1[CH:41]=[CH:40][CH:39]=[CH:38][C:37]=1[O:42][CH3:43].O. (4) Given the product [Cl:1][C:2]1[CH:7]=[CH:6][C:5]([NH2:8])=[C:4]([S:11][C:12]2[CH:17]=[CH:16][C:15]([S:18]([CH2:21][CH3:22])(=[O:20])=[O:19])=[CH:14][C:13]=2[Cl:23])[CH:3]=1, predict the reactants needed to synthesize it. The reactants are: [Cl:1][C:2]1[CH:7]=[CH:6][C:5]([N+:8]([O-])=O)=[C:4]([S:11][C:12]2[CH:17]=[CH:16][C:15]([S:18]([CH2:21][CH3:22])(=[O:20])=[O:19])=[CH:14][C:13]=2[Cl:23])[CH:3]=1.[OH-].[Na+]. (5) Given the product [Br:13][CH2:14][CH2:15][CH2:16][CH2:17][O:12][C:7]1[CH:8]=[C:9]2[C:4](=[CH:5][CH:6]=1)[NH:3][C:2]([CH3:1])=[C:10]2[CH3:11], predict the reactants needed to synthesize it. The reactants are: [CH3:1][C:2]1[NH:3][C:4]2[C:9]([C:10]=1[CH3:11])=[CH:8][C:7]([OH:12])=[CH:6][CH:5]=2.[Br:13][CH2:14][CH2:15][CH2:16][CH2:17]Br. (6) Given the product [Cl:19][C:14]1[CH:15]=[CH:16][CH:17]=[CH:18][C:13]=1[NH:12][C:4]1[C:5]([C:6]([OH:8])=[O:7])=[CH:9][C:10]2[O:11][CH:21]=[N:1][C:2]=2[C:3]=1[F:20], predict the reactants needed to synthesize it. The reactants are: [NH2:1][C:2]1[C:10]([OH:11])=[CH:9][C:5]([C:6]([OH:8])=[O:7])=[C:4]([NH:12][C:13]2[CH:18]=[CH:17][CH:16]=[CH:15][C:14]=2[Cl:19])[C:3]=1[F:20].[CH3:21]C1C=CC(S(O)(=O)=O)=CC=1.O.